This data is from Peptide-MHC class II binding affinity with 134,281 pairs from IEDB. The task is: Regression. Given a peptide amino acid sequence and an MHC pseudo amino acid sequence, predict their binding affinity value. This is MHC class II binding data. (1) The peptide sequence is WLDAKSTWYGKPTAA. The MHC is DRB1_0701 with pseudo-sequence DRB1_0701. The binding affinity (normalized) is 0.125. (2) The binding affinity (normalized) is 0.148. The peptide sequence is GVLVATNFFGINTIP. The MHC is HLA-DQA10201-DQB10202 with pseudo-sequence HLA-DQA10201-DQB10202. (3) The peptide sequence is AAALAGTTVYGAFAA. The MHC is HLA-DPA10103-DPB10601 with pseudo-sequence HLA-DPA10103-DPB10601. The binding affinity (normalized) is 0.304.